The task is: Predict the product of the given reaction.. This data is from Forward reaction prediction with 1.9M reactions from USPTO patents (1976-2016). (1) Given the reactants [Si:1](Cl)([C:4]([CH3:7])([CH3:6])[CH3:5])([CH3:3])[CH3:2].[OH:9][CH2:10][CH2:11][N:12]1[CH2:17][CH2:16][CH2:15][N:14]([CH:18]2[CH2:23][CH2:22][N:21]([C:24]([O:26][CH2:27][C:28]3[CH:33]=[CH:32][CH:31]=[CH:30][CH:29]=3)=[O:25])[CH2:20][CH2:19]2)[C:13]1=[O:34].C(N(CC)CC)C, predict the reaction product. The product is: [Si:1]([O:9][CH2:10][CH2:11][N:12]1[CH2:17][CH2:16][CH2:15][N:14]([CH:18]2[CH2:23][CH2:22][N:21]([C:24]([O:26][CH2:27][C:28]3[CH:29]=[CH:30][CH:31]=[CH:32][CH:33]=3)=[O:25])[CH2:20][CH2:19]2)[C:13]1=[O:34])([C:4]([CH3:7])([CH3:6])[CH3:5])([CH3:3])[CH3:2]. (2) Given the reactants Cl.[NH2:2][OH:3].C(=O)(O)[O-].[Na+].[NH:9]1[C:17]2[C:12](=[CH:13][CH:14]=[C:15]([C:18]#[N:19])[CH:16]=2)[CH:11]=[CH:10]1, predict the reaction product. The product is: [OH:3][NH:2][C:18]([C:15]1[CH:16]=[C:17]2[C:12]([CH:11]=[CH:10][NH:9]2)=[CH:13][CH:14]=1)=[NH:19]. (3) Given the reactants [NH:1]1[CH2:6][CH2:5][NH:4][CH2:3][C:2]1=[O:7].[F:8][C:9]1[CH:10]=[C:11]([CH:15]=[CH:16][C:17]=1[CH3:18])[C:12](O)=[O:13], predict the reaction product. The product is: [F:8][C:9]1[CH:10]=[C:11]([CH:15]=[CH:16][C:17]=1[CH3:18])[C:12]([N:4]1[CH2:5][CH2:6][NH:1][C:2](=[O:7])[CH2:3]1)=[O:13]. (4) Given the reactants [NH2:1][C:2]1[N:7]=[CH:6][N:5]=[C:4]2[N:8]([CH:19]([C:21]3[O:22][C:23](=[O:37])[C:24]4[C:29]([C:30]=3[C:31]3[CH:36]=[CH:35][CH:34]=[CH:33][CH:32]=3)=[CH:28][CH:27]=[CH:26][CH:25]=4)[CH3:20])[N:9]=[C:10]([C:11]3[CH:16]=[C:15]([OH:17])[CH:14]=[C:13]([F:18])[CH:12]=3)[C:3]=12.N1C=CN=C1.CN(C=O)C.[CH3:48][C:49]([Si:52](Cl)([CH3:54])[CH3:53])([CH3:51])[CH3:50], predict the reaction product. The product is: [NH2:1][C:2]1[N:7]=[CH:6][N:5]=[C:4]2[N:8]([CH:19]([C:21]3[O:22][C:23](=[O:37])[C:24]4[C:29]([C:30]=3[C:31]3[CH:36]=[CH:35][CH:34]=[CH:33][CH:32]=3)=[CH:28][CH:27]=[CH:26][CH:25]=4)[CH3:20])[N:9]=[C:10]([C:11]3[CH:12]=[C:13]([F:18])[CH:14]=[C:15]([O:17][Si:52]([C:49]([CH3:51])([CH3:50])[CH3:48])([CH3:54])[CH3:53])[CH:16]=3)[C:3]=12.